This data is from Forward reaction prediction with 1.9M reactions from USPTO patents (1976-2016). The task is: Predict the product of the given reaction. (1) Given the reactants OC1O[C@H](CO)[C@H](O)[C@H](O)[C@H]1NC(C)=O.C(N)C[O:18][CH2:19][CH2:20][O:21][CH2:22][CH2:23][O:24][CH2:25][CH2:26][N:27]=[N+:28]=[N-:29].CN(C(ON1N=NC2C=CC=CC1=2)=[N+](C)C)C.[B-](F)(F)(F)F.C1C=CC2N(O)N=NC=2C=1.CCN(C(C)C)C(C)C, predict the reaction product. The product is: [CH2:26]([N:27]=[N+:28]=[N-:29])[CH2:25][O:24][CH2:23][CH2:22][O:21][CH2:20][CH2:19][OH:18]. (2) Given the reactants [O:1]1[C:5]2[CH:6]=[CH:7][C:8]([C:10]3[CH2:11][C@H:12]4[C:18](=O)[N:17](COCC[Si](C)(C)C)[C:16]5[CH:28]=[C:29]([O:34][CH2:35][CH2:36][CH2:37][O:38][C:39]6[C:40]([O:96][CH3:97])=[CH:41][C:42]7[C:48](=[O:49])[N:47]8[CH:50]=[C:51]([C:53]#[C:54][CH2:55][NH:56][C:57](=[O:85])[C@@H:58]([NH:60][C:61](=[O:84])[C@@H:62]([NH:66][C:67](=[O:83])[O:68][CH2:69][CH:70]9[C:82]%10[CH:81]=[CH:80][CH:79]=[CH:78][C:77]=%10[C:76]%10[C:71]9=[CH:72][CH:73]=[CH:74][CH:75]=%10)[CH:63]([CH3:65])[CH3:64])[CH3:59])[CH2:52][C@H:46]8[C:45](=O)[N:44](COCC[Si](C)(C)C)[C:43]=7[CH:95]=6)[C:30]([O:32][CH3:33])=[CH:31][C:15]=5[C:14](=[O:98])[N:13]4[CH:99]=3)=[CH:9][C:4]=2[O:3][CH2:2]1.[Li+].[B-](CC)(CC)CC, predict the reaction product. The product is: [O:1]1[C:5]2[CH:6]=[CH:7][C:8]([C:10]3[CH2:11][C@H:12]4[CH:18]=[N:17][C:16]5[CH:28]=[C:29]([O:34][CH2:35][CH2:36][CH2:37][O:38][C:39]6[C:40]([O:96][CH3:97])=[CH:41][C:42]7[C:48](=[O:49])[N:47]8[CH:50]=[C:51]([C:53]#[C:54][CH2:55][NH:56][C:57](=[O:85])[C@@H:58]([NH:60][C:61](=[O:84])[C@H:62]([NH:66][C:67](=[O:83])[O:68][CH2:69][CH:70]9[C:71]%10[CH:72]=[CH:73][CH:74]=[CH:75][C:76]=%10[C:77]%10[C:82]9=[CH:81][CH:80]=[CH:79][CH:78]=%10)[CH:63]([CH3:64])[CH3:65])[CH3:59])[CH2:52][C@H:46]8[CH:45]=[N:44][C:43]=7[CH:95]=6)[C:30]([O:32][CH3:33])=[CH:31][C:15]=5[C:14](=[O:98])[N:13]4[CH:99]=3)=[CH:9][C:4]=2[O:3][CH2:2]1.